From a dataset of Peptide-MHC class I binding affinity with 185,985 pairs from IEDB/IMGT. Regression. Given a peptide amino acid sequence and an MHC pseudo amino acid sequence, predict their binding affinity value. This is MHC class I binding data. (1) The peptide sequence is VLEENMDVEI. The MHC is HLA-A01:01 with pseudo-sequence HLA-A01:01. The binding affinity (normalized) is 0.00668. (2) The peptide sequence is RPALVFDITK. The MHC is HLA-A02:06 with pseudo-sequence HLA-A02:06. The binding affinity (normalized) is 0.129. (3) The peptide sequence is PVIVVPVIDR. The MHC is HLA-A68:01 with pseudo-sequence HLA-A68:01. The binding affinity (normalized) is 0.740. (4) The peptide sequence is MSDIFHALV. The MHC is HLA-C05:01 with pseudo-sequence HLA-C05:01. The binding affinity (normalized) is 0.898.